This data is from Full USPTO retrosynthesis dataset with 1.9M reactions from patents (1976-2016). The task is: Predict the reactants needed to synthesize the given product. Given the product [N+:18]([C:13]1[CH:14]=[CH:15][CH:16]=[CH:17][C:12]=1[C:11]1[S:23][C:1]([C:2]2[CH:7]=[CH:6][CH:5]=[CH:4][CH:3]=2)=[N:9][N:10]=1)([O-:20])=[O:19], predict the reactants needed to synthesize it. The reactants are: [C:1]([NH:9][NH:10][C:11](=O)[C:12]1[CH:17]=[CH:16][CH:15]=[CH:14][C:13]=1[N+:18]([O-:20])=[O:19])(=O)[C:2]1[CH:7]=[CH:6][CH:5]=[CH:4][CH:3]=1.P12(SP3(SP(SP(S3)(S1)=S)(=S)S2)=S)=[S:23].C([O-])(O)=O.[Na+].C(OCC)(=O)C.